This data is from Catalyst prediction with 721,799 reactions and 888 catalyst types from USPTO. The task is: Predict which catalyst facilitates the given reaction. (1) Reactant: [NH:1]1[C:9]2[C:4](=[CH:5][CH:6]=[CH:7][CH:8]=2)[C:3]([C:10]([OH:12])=O)=[N:2]1.OC1C2N=NNC=2C=CC=1.C(N=C=NC(C)C)(C)C.[S:32]([NH2:42])(=[O:41])([C:34]1[CH:39]=[CH:38][C:37]([NH2:40])=[CH:36][CH:35]=1)=[O:33]. Product: [S:32]([C:34]1[CH:35]=[CH:36][C:37]([NH:40][C:10]([C:3]2[C:4]3[C:9](=[CH:8][CH:7]=[CH:6][CH:5]=3)[NH:1][N:2]=2)=[O:12])=[CH:38][CH:39]=1)(=[O:33])(=[O:41])[NH2:42]. The catalyst class is: 3. (2) Reactant: [P:1]([O-:5])([O-:4])([O-:3])=[O:2].[Na+].[Na+].[Na+].[Cl-].[Ca+2:10].[Cl-]. Product: [P:1]([O-:5])([O-:4])([O-:3])=[O:2].[Ca+2:10].[Ca+2:10].[Ca+2:10].[P:1]([O-:5])([O-:4])([O-:3])=[O:2]. The catalyst class is: 6. (3) Reactant: O[CH2:2][C:3]1[CH:8]=[CH:7][C:6]([C:9]2[CH:10]=[N:11][C:12]([O:15][CH2:16][CH:17]3[CH2:22][CH2:21][N:20]([C:23]([O:25][C:26]([CH3:29])([CH3:28])[CH3:27])=[O:24])[CH2:19][CH2:18]3)=[N:13][CH:14]=2)=[CH:5][CH:4]=1.C1(P(C2C=CC=CC=2)C2C=CC=CC=2)C=CC=CC=1.[C:49]1(=[O:55])[NH:53][C:52](=[O:54])[CH2:51][CH2:50]1.CN(C)C(N=NC(N(C)C)=O)=O. Product: [O:55]=[C:49]1[CH2:50][CH2:51][C:52](=[O:54])[N:53]1[CH2:2][C:3]1[CH:8]=[CH:7][C:6]([C:9]2[CH:10]=[N:11][C:12]([O:15][CH2:16][CH:17]3[CH2:22][CH2:21][N:20]([C:23]([O:25][C:26]([CH3:29])([CH3:28])[CH3:27])=[O:24])[CH2:19][CH2:18]3)=[N:13][CH:14]=2)=[CH:5][CH:4]=1. The catalyst class is: 1. (4) Reactant: [CH3:1][O:2][C:3]1[CH:4]=[C:5]([C:9]2([C:17]3[CH:22]=[CH:21][CH:20]=[CH:19][CH:18]=3)[CH2:13][CH:12]([CH3:14])[N:11]([CH3:15])[C:10]2=N)[CH:6]=[CH:7][CH:8]=1.Cl.N([O-])=[O:25].[Na+]. Product: [CH3:1][O:2][C:3]1[CH:4]=[C:5]([C:9]2([C:17]3[CH:22]=[CH:21][CH:20]=[CH:19][CH:18]=3)[CH2:13][CH:12]([CH3:14])[N:11]([CH3:15])[C:10]2=[O:25])[CH:6]=[CH:7][CH:8]=1. The catalyst class is: 6. (5) Product: [Br:1][C:2]1[CH:7]=[C:6]([Br:8])[N:5]=[C:4]([C:9]2[CH:14]=[CH:13][C:12]([F:15])=[CH:11][C:10]=2[Cl:16])[C:3]=1[CH2:17][Br:18]. The catalyst class is: 26. Reactant: [Br:1][C:2]1[CH:7]=[C:6]([Br:8])[N:5]=[C:4]([C:9]2[CH:14]=[CH:13][C:12]([F:15])=[CH:11][C:10]=2[Cl:16])[C:3]=1[CH3:17].[Br:18]N1C(=O)CCC1=O.C(OOC(=O)C1C=CC=CC=1)(=O)C1C=CC=CC=1.